From a dataset of Full USPTO retrosynthesis dataset with 1.9M reactions from patents (1976-2016). Predict the reactants needed to synthesize the given product. (1) Given the product [F:1][C:2]1[CH:7]=[C:6]([C:8]([F:11])([F:9])[F:10])[CH:5]=[CH:4][C:3]=1[C:12]1[C:13]2[CH2:20][CH2:19][CH:18]([CH2:21][C:22]([N:24]3[CH2:25][CH:29]([CH2:31][OH:32])[CH2:26]3)=[O:23])[C:14]=2[CH:15]=[N:16][CH:17]=1, predict the reactants needed to synthesize it. The reactants are: [F:1][C:2]1[CH:7]=[C:6]([C:8]([F:11])([F:10])[F:9])[CH:5]=[CH:4][C:3]=1[C:12]1[C:13]2[CH2:20][CH2:19][CH:18]([CH2:21][C:22]([N:24]([CH3:26])[CH3:25])=[O:23])[C:14]=2[CH:15]=[N:16][CH:17]=1.N1C[CH:29]([CH2:31][OH:32])C1. (2) Given the product [CH2:17]([O:16][C:14](=[O:15])[CH:1]([O:8][CH3:9])[C:2]([O:4][CH2:5][CH3:6])=[O:3])[CH3:18], predict the reactants needed to synthesize it. The reactants are: [C:1]([O:8][CH2:9]C)(=O)[C:2]([O:4][CH2:5][CH3:6])=[O:3].COC[C:14]([O:16][CH3:17])=[O:15].[CH3:18][O-].[Na+].Cl. (3) Given the product [C:19]([O:18][C:16]([NH:15][C@@H:9]1[C:8]2[C:13](=[CH:14][C:5]([C:3]([OH:4])=[O:2])=[CH:6][CH:7]=2)[S:12][CH2:11][CH2:10]1)=[O:17])([CH3:22])([CH3:20])[CH3:21], predict the reactants needed to synthesize it. The reactants are: C[O:2][C:3]([C:5]1[CH:14]=[C:13]2[C:8]([C@@H:9]([NH:15][C:16]([O:18][C:19]([CH3:22])([CH3:21])[CH3:20])=[O:17])[CH2:10][CH2:11][S:12]2)=[CH:7][CH:6]=1)=[O:4].C(=O)([O-])[O-].[K+].[K+]. (4) Given the product [Br:1][C:2]1[CH:3]=[CH:4][C:5]([C:8]2[O:12][N:11]=[C:10]([CH3:13])[C:9]=2[NH:14][CH:21]([C:15]2[CH:20]=[CH:19][CH:18]=[CH:17][CH:16]=2)[CH2:22][CH2:23][C:24]2[CH:29]=[CH:28][CH:27]=[CH:26][CH:25]=2)=[CH:6][CH:7]=1, predict the reactants needed to synthesize it. The reactants are: [Br:1][C:2]1[CH:7]=[CH:6][C:5]([C:8]2[O:12][N:11]=[C:10]([CH3:13])[C:9]=2[NH2:14])=[CH:4][CH:3]=1.[C:15]1([C:21](=O)[CH2:22][CH2:23][C:24]2[CH:29]=[CH:28][CH:27]=[CH:26][CH:25]=2)[CH:20]=[CH:19][CH:18]=[CH:17][CH:16]=1. (5) The reactants are: [NH2:1][C:2]1[C:7]([F:8])=[CH:6][CH:5]=[CH:4][N:3]=1.[Cl:9][CH2:10][C:11](Cl)=[O:12]. Given the product [Cl:9][CH2:10][C:11]([NH:1][C:2]1[C:7]([F:8])=[CH:6][CH:5]=[CH:4][N:3]=1)=[O:12], predict the reactants needed to synthesize it. (6) Given the product [O:1]1[C:5]2[CH:6]=[CH:7][C:8]([C:10]3([C:13]([NH:28][C:29]4[CH:30]=[C:31]5[C:35](=[CH:36][CH:37]=4)[NH:34][C:33]([C:38]([O:40][CH2:41][CH3:42])=[O:39])=[CH:32]5)=[O:15])[CH2:11][CH2:12]3)=[CH:9][C:4]=2[O:3][CH2:2]1, predict the reactants needed to synthesize it. The reactants are: [O:1]1[C:5]2[CH:6]=[CH:7][C:8]([C:10]3([C:13]([OH:15])=O)[CH2:12][CH2:11]3)=[CH:9][C:4]=2[O:3][CH2:2]1.CN(C)C=O.C(N(CC)CC)C.[NH2:28][C:29]1[CH:30]=[C:31]2[C:35](=[CH:36][CH:37]=1)[NH:34][C:33]([C:38]([O:40][CH2:41][CH3:42])=[O:39])=[CH:32]2. (7) The reactants are: [CH:1]1([CH2:4][NH:5][C:6]([NH2:8])=[S:7])[CH2:3][CH2:2]1.C[O-].[Na+].[C:12]([CH2:14][C:15](OCC)=[O:16])#[N:13]. Given the product [NH2:13][C:12]1[N:5]([CH2:4][CH:1]2[CH2:3][CH2:2]2)[C:6](=[S:7])[NH:8][C:15](=[O:16])[CH:14]=1, predict the reactants needed to synthesize it.